From a dataset of Forward reaction prediction with 1.9M reactions from USPTO patents (1976-2016). Predict the product of the given reaction. (1) The product is: [CH2:34]([N:27]1[CH2:28][CH2:29][CH:24]([N:11]2[CH:10]=[N:9][C:8]3[C:12]2=[N:13][C:14]([C:16]2[CH:17]=[C:18]([CH2:22][OH:23])[CH:19]=[CH:20][CH:21]=2)=[N:15][C:7]=3[N:1]2[CH2:6][CH2:5][O:4][CH2:3][CH2:2]2)[CH2:25][CH2:26]1)[CH2:35][CH2:36][CH3:37]. Given the reactants [N:1]1([C:7]2[N:15]=[C:14]([C:16]3[CH:17]=[C:18]([CH2:22][OH:23])[CH:19]=[CH:20][CH:21]=3)[N:13]=[C:12]3[C:8]=2[N:9]=[CH:10][N:11]3[CH:24]2[CH2:29][CH2:28][NH:27][CH2:26][CH2:25]2)[CH2:6][CH2:5][O:4][CH2:3][CH2:2]1.[BH3-]C#N.[Na+].[CH:34](=O)[CH2:35][CH2:36][CH2:37]C, predict the reaction product. (2) Given the reactants [Cl:1][C:2]1[CH:3]=[C:4]([CH:7]=[C:8]([O:10]C)[CH:9]=1)[C:5]#[N:6].[Li+].[I-].Cl, predict the reaction product. The product is: [Cl:1][C:2]1[CH:3]=[C:4]([CH:7]=[C:8]([OH:10])[CH:9]=1)[C:5]#[N:6]. (3) Given the reactants COC([N:5]1[CH2:10][CH2:9][CH:8]([C:11]2[C:12]3[CH:19]=[CH:18][C:17]([C:20]([F:23])([F:22])[F:21])=[CH:16][C:13]=3[S:14][CH:15]=2)[CH2:7][CH2:6]1)=O.[BrH:24], predict the reaction product. The product is: [BrH:24].[F:23][C:20]([F:21])([F:22])[C:17]1[CH:18]=[CH:19][C:12]2[C:11]([CH:8]3[CH2:7][CH2:6][NH:5][CH2:10][CH2:9]3)=[CH:15][S:14][C:13]=2[CH:16]=1. (4) Given the reactants [Si]([O:8][CH:9]([CH2:42][O:43][Si](C(C)(C)C)(C)C)[CH2:10][NH:11][C:12]([C:14]1[O:22][C:17]2=[CH:18][N:19]=[CH:20][CH:21]=[C:16]2[C:15]=1[NH:23][C:24]1[CH:33]=[CH:32][C:31]2[C:26](=[CH:27][CH:28]=[CH:29][C:30]=2[O:34][Si](C(C)(C)C)(C)C)[CH:25]=1)=[O:13])(C(C)(C)C)(C)C.C(=O)(O)[O-].[Na+], predict the reaction product. The product is: [OH:8][CH:9]([CH2:42][OH:43])[CH2:10][NH:11][C:12]([C:14]1[O:22][C:17]2=[CH:18][N:19]=[CH:20][CH:21]=[C:16]2[C:15]=1[NH:23][C:24]1[CH:33]=[CH:32][C:31]2[C:26](=[CH:27][CH:28]=[CH:29][C:30]=2[OH:34])[CH:25]=1)=[O:13]. (5) Given the reactants Cl.[NH:2]=[C:3]1[CH2:8][CH2:7][CH2:6][CH2:5][N:4]1[OH:9].C(N(CC)CC)C.[C:17]([C:23]([O:25][CH3:26])=[O:24])#[C:18][C:19]([O:21][CH3:22])=[O:20], predict the reaction product. The product is: [CH3:22][O:21][C:19](=[O:20])[CH2:18][C:17]1([C:23]([O:25][CH3:26])=[O:24])[O:9][N:4]2[CH2:5][CH2:6][CH2:7][CH2:8][C:3]2=[N:2]1. (6) Given the reactants S(=O)(=O)(O)O.[F:6][C:7]1[CH:8]=[CH:9][C:10]([CH3:16])=[C:11]([CH:15]=1)[C:12]([OH:14])=[O:13].[N+:17]([O-])([OH:19])=[O:18], predict the reaction product. The product is: [CH3:16][C:10]1[C:9]([N+:17]([O-:19])=[O:18])=[CH:8][C:7]([F:6])=[CH:15][C:11]=1[C:12]([OH:14])=[O:13].